Binary Classification. Given a T-cell receptor sequence (or CDR3 region) and an epitope sequence, predict whether binding occurs between them. From a dataset of TCR-epitope binding with 47,182 pairs between 192 epitopes and 23,139 TCRs. (1) The epitope is MLNIPSINV. The TCR CDR3 sequence is CASSSPAGGPTDTQYF. Result: 0 (the TCR does not bind to the epitope). (2) The epitope is FIAGLIAIV. The TCR CDR3 sequence is CASSPISGPYNEQFF. Result: 0 (the TCR does not bind to the epitope). (3) The TCR CDR3 sequence is CASSVGQAYEQYF. The epitope is LLFGYPVYV. Result: 0 (the TCR does not bind to the epitope). (4) The epitope is GTSGSPIINR. The TCR CDR3 sequence is CASSVGWGETQYF. Result: 0 (the TCR does not bind to the epitope). (5) The epitope is LPRRSGAAGA. The TCR CDR3 sequence is CASSQAGGAGRNTGELFF. Result: 1 (the TCR binds to the epitope). (6) The TCR CDR3 sequence is CASSIDWHPWRAKGNYEQYF. The epitope is RLRAEAQVK. Result: 1 (the TCR binds to the epitope). (7) The epitope is LPRRSGAAGA. The TCR CDR3 sequence is CASSAVGTGWHEQYF. Result: 1 (the TCR binds to the epitope).